This data is from Catalyst prediction with 721,799 reactions and 888 catalyst types from USPTO. The task is: Predict which catalyst facilitates the given reaction. (1) Reactant: [OH:1][C:2]1[CH:11]=[CH:10][C:9]2[O:8][C:7](=[O:12])[CH:6]=[CH:5][C:4]=2[C:3]=1[C:13]([O:15][CH3:16])=[O:14].CCN(C(C)C)C(C)C.[F:26][C:27]([F:40])([F:39])[S:28](O[S:28]([C:27]([F:40])([F:39])[F:26])(=[O:30])=[O:29])(=[O:30])=[O:29]. Product: [F:26][C:27]([F:40])([F:39])[S:28]([O:1][C:2]1[CH:11]=[CH:10][C:9]2[O:8][C:7](=[O:12])[CH:6]=[CH:5][C:4]=2[C:3]=1[C:13]([O:15][CH3:16])=[O:14])(=[O:30])=[O:29]. The catalyst class is: 4. (2) Reactant: CC1C=C(C)NN=1.[CH3:8][C@@H:9]1[C@H:18]2[C:12](=[C:13]([CH3:22])[CH2:14][CH2:15][C@@H:16]([C:19]([CH3:21])=[CH2:20])[CH2:17]2)[CH2:11][CH2:10]1.[OH-:23].[Na+]. Product: [CH3:8][C@@H:9]1[C@H:18]2[C:12](=[C:13]([CH3:22])[CH2:14][CH2:15][C@@H:16]([C:19]([CH3:21])=[CH2:20])[CH2:17]2)[C:11](=[O:23])[CH2:10]1. The catalyst class is: 4. (3) Reactant: [CH2:1]([O:8][C@@H:9]1[CH2:14][CH2:13][CH2:12][CH2:11][C@H:10]1[N:15]1[C:19]([C:20]2[CH:25]=[CH:24][CH:23]=[CH:22][CH:21]=2)=[C:18]([C:26](O)=[O:27])[NH:17][C:16]1=[O:29])[C:2]1[CH:7]=[CH:6][CH:5]=[CH:4][CH:3]=1.C(Cl)CCl.C1C=CC2N(O)N=NC=2C=1.CCN(C(C)C)C(C)C.[N:53]1([C:59]([O:61][C:62]([CH3:65])([CH3:64])[CH3:63])=[O:60])[CH2:58][CH2:57][NH:56][CH2:55][CH2:54]1. Product: [CH2:1]([O:8][C@@H:9]1[CH2:14][CH2:13][CH2:12][CH2:11][C@H:10]1[N:15]1[C:19]([C:20]2[CH:21]=[CH:22][CH:23]=[CH:24][CH:25]=2)=[C:18]([C:26]([N:56]2[CH2:55][CH2:54][N:53]([C:59]([O:61][C:62]([CH3:65])([CH3:64])[CH3:63])=[O:60])[CH2:58][CH2:57]2)=[O:27])[NH:17][C:16]1=[O:29])[C:2]1[CH:3]=[CH:4][CH:5]=[CH:6][CH:7]=1. The catalyst class is: 18. (4) Reactant: [CH:1]([C:4]1[CH:5]=[CH:6][C:7]2[C:12]([NH:13][C:14]3[CH:19]=[C:18]([C:20](=[O:47])[NH:21][C:22]4[CH:27]=[CH:26][C:25]([C:28]5[N:29]=[C:30]([C@@H:33]6[CH2:37][CH2:36][CH2:35][N:34]6[C:38](=[O:46])[CH2:39][C:40]6[CH:45]=[CH:44][CH:43]=[CH:42][CH:41]=6)[NH:31][CH:32]=5)=[CH:24][CH:23]=4)[CH:17]=[CH:16][C:15]=3[S:48][C:49]3[CH:54]=[CH:53][C:52]([NH:55]C(=O)OC(C)(C)C)=[CH:51][CH:50]=3)=[N:11][CH:10]=[N:9][C:8]=2[N:63]=1)([CH3:3])[CH3:2].Cl.O1CCOCC1. Product: [NH2:55][C:52]1[CH:51]=[CH:50][C:49]([S:48][C:15]2[CH:16]=[CH:17][C:18]([C:20]([NH:21][C:22]3[CH:27]=[CH:26][C:25]([C:28]4[N:29]=[C:30]([C@@H:33]5[CH2:37][CH2:36][CH2:35][N:34]5[C:38](=[O:46])[CH2:39][C:40]5[CH:45]=[CH:44][CH:43]=[CH:42][CH:41]=5)[NH:31][CH:32]=4)=[CH:24][CH:23]=3)=[O:47])=[CH:19][C:14]=2[NH:13][C:12]2[C:7]3[CH:6]=[CH:5][C:4]([CH:1]([CH3:3])[CH3:2])=[N:63][C:8]=3[N:9]=[CH:10][N:11]=2)=[CH:54][CH:53]=1. The catalyst class is: 7. (5) Reactant: [CH3:1][C:2]([C:5]1[CH:9]=[C:8]([C:10]([NH:12][C:13]2[CH:14]=[C:15]([CH:21]=[CH:22][CH:23]=2)[C:16]([O:18]CC)=[O:17])=[O:11])[N:7]([CH2:24][CH3:25])[N:6]=1)([CH3:4])[CH3:3].[OH-].[Na+]. Product: [CH3:4][C:2]([C:5]1[CH:9]=[C:8]([C:10]([NH:12][C:13]2[CH:14]=[C:15]([CH:21]=[CH:22][CH:23]=2)[C:16]([OH:18])=[O:17])=[O:11])[N:7]([CH2:24][CH3:25])[N:6]=1)([CH3:1])[CH3:3]. The catalyst class is: 5. (6) Reactant: [NH2:1][C:2]1[CH:7]=[N:6][CH:5]=[C:4]([Cl:8])[N:3]=1.[Cl:9][C:10]1[CH:11]=[C:12]([CH:15]=[CH:16][CH:17]=1)[CH:13]=O.[BH4-].[Na+]. Product: [Cl:9][C:10]1[CH:11]=[C:12]([CH:15]=[CH:16][CH:17]=1)[CH2:13][NH:1][C:2]1[CH:7]=[N:6][CH:5]=[C:4]([Cl:8])[N:3]=1. The catalyst class is: 11. (7) Reactant: [CH2:1]([OH:4])[CH:2]=[CH2:3].Cl/[C:6](=[N:12]/[OH:13])/[C:7]([O:9][CH2:10][CH3:11])=[O:8].C(N(CC)CC)C.[Cl-].[Na+]. Product: [OH:4][CH2:1][C:2]1[O:13][N:12]=[C:6]([C:7]([O:9][CH2:10][CH3:11])=[O:8])[CH:3]=1. The catalyst class is: 7. (8) Product: [F:13][C:2]([F:1])([F:12])[C:3]1[C:7]2[CH:8]=[N:9][CH:10]=[CH:11][C:6]=2[N:5]([CH2:15][C:16]([NH:18][C:19]2[S:23][C:22]3[CH2:24][CH2:25][CH2:26][CH2:27][C:21]=3[C:20]=2[C:28]([NH2:30])=[O:29])=[O:17])[N:4]=1. The catalyst class is: 3. Reactant: [F:1][C:2]([F:13])([F:12])[C:3]1[C:7]2[CH:8]=[N:9][CH:10]=[CH:11][C:6]=2[NH:5][N:4]=1.Br[CH2:15][C:16]([NH:18][C:19]1[S:23][C:22]2[CH2:24][CH2:25][CH2:26][CH2:27][C:21]=2[C:20]=1[C:28]([NH2:30])=[O:29])=[O:17].C(=O)([O-])[O-].[K+].[K+]. (9) Reactant: [CH2:1]([N:19]([CH2:34][CH2:35][CH2:36][CH2:37][CH2:38][CH2:39][CH2:40][CH2:41]/[CH:42]=[CH:43]\[CH2:44]/[CH:45]=[CH:46]\[CH2:47][CH2:48][CH2:49][CH2:50][CH3:51])[C:20](=[O:33])[CH2:21][CH2:22][CH2:23][CH2:24][NH:25]C(=O)OC(C)(C)C)[CH2:2][CH2:3][CH2:4][CH2:5][CH2:6][CH2:7][CH2:8]/[CH:9]=[CH:10]\[CH2:11]/[CH:12]=[CH:13]\[CH2:14][CH2:15][CH2:16][CH2:17][CH3:18].FC(F)(F)C(O)=O.C(=O)([O-])O.[Na+]. Product: [NH2:25][CH2:24][CH2:23][CH2:22][CH2:21][C:20]([N:19]([CH2:34][CH2:35][CH2:36][CH2:37][CH2:38][CH2:39][CH2:40][CH2:41]/[CH:42]=[CH:43]\[CH2:44]/[CH:45]=[CH:46]\[CH2:47][CH2:48][CH2:49][CH2:50][CH3:51])[CH2:1][CH2:2][CH2:3][CH2:4][CH2:5][CH2:6][CH2:7][CH2:8]/[CH:9]=[CH:10]\[CH2:11]/[CH:12]=[CH:13]\[CH2:14][CH2:15][CH2:16][CH2:17][CH3:18])=[O:33]. The catalyst class is: 4.